This data is from Full USPTO retrosynthesis dataset with 1.9M reactions from patents (1976-2016). The task is: Predict the reactants needed to synthesize the given product. (1) Given the product [CH2:43]([O:42][C:38]1[N:37]=[C:36]([CH3:45])[C:35]([C:8]2[CH:7]=[CH:6][C:5]([C:19]3[N:23]([C@H:24]4[CH2:28][CH2:27][O:26][CH2:25]4)[N:22]=[CH:21][C:20]=3[C:29]([O:31][CH2:32][CH3:33])=[O:30])=[C:4]([N+:1]([O-:3])=[O:2])[CH:9]=2)=[C:40]([CH3:41])[CH:39]=1)[CH3:44], predict the reactants needed to synthesize it. The reactants are: [N+:1]([C:4]1[CH:9]=[C:8](B2OC(C)(C)C(C)(C)O2)[CH:7]=[CH:6][C:5]=1[C:19]1[N:23]([C@H:24]2[CH2:28][CH2:27][O:26][CH2:25]2)[N:22]=[CH:21][C:20]=1[C:29]([O:31][CH2:32][CH3:33])=[O:30])([O-:3])=[O:2].Br[C:35]1[C:36]([CH3:45])=[N:37][C:38]([O:42][CH2:43][CH3:44])=[CH:39][C:40]=1[CH3:41].C(=O)([O-])[O-].[Cs+].[Cs+]. (2) Given the product [CH3:7][CH:6]([CH3:8])[CH2:5][C:9]1[CH:10]=[CH:11][C:12]([C:15](=[O:17])[CH2:16][C:22](=[O:23])[C:21]([O:20][CH2:18][CH3:19])=[O:25])=[CH:13][CH:14]=1, predict the reactants needed to synthesize it. The reactants are: CC[O-].[Na+].[CH2:5]([C:9]1[CH:14]=[CH:13][C:12]([C:15](=[O:17])[CH3:16])=[CH:11][CH:10]=1)[CH:6]([CH3:8])[CH3:7].[CH2:18]([O:20][C:21](=[O:25])[C:22]([O-])=[O:23])[CH3:19].